From a dataset of Forward reaction prediction with 1.9M reactions from USPTO patents (1976-2016). Predict the product of the given reaction. (1) Given the reactants Cl[C:2]1[C:19]2[C:6](=[CH:7][C:8]3[C:17]([CH:18]=2)=[CH:16][C:15]2[C:10](=[C:11](Cl)[N:12]=[CH:13][CH:14]=2)[CH:9]=3)[CH:5]=[CH:4][N:3]=1.C1OCCOCCOCCOCCOCCOC1.[C-:39]#[N:40].[K+].C[N:43]([CH:45]=O)C, predict the reaction product. The product is: [C:39]([C:2]1[C:19]2[C:6](=[CH:7][C:8]3[C:17]([CH:18]=2)=[CH:16][C:15]2[C:10](=[C:11]([C:45]#[N:43])[N:12]=[CH:13][CH:14]=2)[CH:9]=3)[CH:5]=[CH:4][N:3]=1)#[N:40]. (2) Given the reactants C[O:2][C:3](=[O:17])[CH2:4][CH2:5][CH2:6][C:7]1[CH:16]=[CH:15][C:10]2[N:11]=[C:12]([CH3:14])[S:13][C:9]=2[CH:8]=1.[OH-].[Na+].Cl, predict the reaction product. The product is: [CH3:14][C:12]1[S:13][C:9]2[CH:8]=[C:7]([CH2:6][CH2:5][CH2:4][C:3]([OH:17])=[O:2])[CH:16]=[CH:15][C:10]=2[N:11]=1.